Dataset: Catalyst prediction with 721,799 reactions and 888 catalyst types from USPTO. Task: Predict which catalyst facilitates the given reaction. Reactant: [NH2:1][C@@H:2]1[CH2:6][CH2:5][N:4]([C:7]([O:9][C:10]([CH3:13])([CH3:12])[CH3:11])=[O:8])[CH2:3]1.C(N(CC)CC)C.Cl[S:22]([C:25]1[CH:26]=[C:27]([CH:32]=[CH:33][C:34]=1[O:35][CH3:36])[C:28]([O:30][CH3:31])=[O:29])(=[O:24])=[O:23]. Product: [CH3:36][O:35][C:34]1[CH:33]=[CH:32][C:27]([C:28]([O:30][CH3:31])=[O:29])=[CH:26][C:25]=1[S:22]([NH:1][C@@H:2]1[CH2:6][CH2:5][N:4]([C:7]([O:9][C:10]([CH3:13])([CH3:12])[CH3:11])=[O:8])[CH2:3]1)(=[O:23])=[O:24]. The catalyst class is: 2.